Dataset: Reaction yield outcomes from USPTO patents with 853,638 reactions. Task: Predict the reaction yield, written as a fraction of the theoretical maximum amount of product (1.0 means a 100% yield; for example, 0.34 means a 34% yield). (1) The reactants are CN(C(ON1N=NC2C=CC=NC1=2)=[N+](C)C)C.F[P-](F)(F)(F)(F)F.CCN(C(C)C)C(C)C.[CH2:34]([O:41][N:42]1[C:48](=[O:49])[N:47]2[CH2:50][C@H:43]1[CH2:44][CH2:45][C@H:46]2[C:51]([OH:53])=O)[C:35]1[CH:40]=[CH:39][CH:38]=[CH:37][CH:36]=1.[NH:54]([C:56](=[O:70])[CH2:57][CH:58]1[CH2:61][CH:60]([NH:62][C:63](=[O:69])[O:64][C:65]([CH3:68])([CH3:67])[CH3:66])[CH2:59]1)[NH2:55]. The catalyst is CN(C=O)C. The product is [CH2:34]([O:41][N:42]1[C:48](=[O:49])[N:47]2[CH2:50][C@H:43]1[CH2:44][CH2:45][C@H:46]2[C:51]([NH:55][NH:54][C:56](=[O:70])[CH2:57][CH:58]1[CH2:61][CH:60]([NH:62][C:63](=[O:69])[O:64][C:65]([CH3:66])([CH3:67])[CH3:68])[CH2:59]1)=[O:53])[C:35]1[CH:36]=[CH:37][CH:38]=[CH:39][CH:40]=1. The yield is 0.880. (2) The reactants are [C:1]([O:5][C:6](=[O:35])[NH:7][C:8]1[S:9][C:10](Br)=[CH:11][C:12]=1[C:13]([N:15]1[CH2:20][CH2:19][CH:18]([N:21]2[CH2:33][CH2:32][CH2:31][C:23]3([C:27](=[O:28])[O:26][C:25]([CH3:30])([CH3:29])[CH2:24]3)[CH2:22]2)[CH2:17][CH2:16]1)=[O:14])([CH3:4])([CH3:3])[CH3:2].[C:36]([O:40][CH2:41][CH3:42])(=[O:39])[CH:37]=[CH2:38].C(N(CC)CC)C. The catalyst is [Cl-].C([N+](CCCC)(CCCC)CCCC)CCC.CN(C)C=O.C(OCC)(=O)C.C([O-])(=O)C.[Pd+2].C([O-])(=O)C. The product is [C:1]([O:5][C:6]([NH:7][C:8]1[S:9][C:10](/[CH:38]=[CH:37]/[C:36]([O:40][CH2:41][CH3:42])=[O:39])=[CH:11][C:12]=1[C:13]([N:15]1[CH2:20][CH2:19][CH:18]([N:21]2[CH2:33][CH2:32][CH2:31][C:23]3([C:27](=[O:28])[O:26][C:25]([CH3:30])([CH3:29])[CH2:24]3)[CH2:22]2)[CH2:17][CH2:16]1)=[O:14])=[O:35])([CH3:4])([CH3:3])[CH3:2]. The yield is 0.960. (3) The reactants are [O:1]1[C:5]2[CH:6]=[CH:7][C:8]([C:10]3([C:13]([OH:15])=[O:14])[CH2:12][CH2:11]3)=[CH:9][C:4]=2[CH:3]=[CH:2]1. The catalyst is CO.O=[Pt]=O. The product is [O:1]1[C:5]2[CH:6]=[CH:7][C:8]([C:10]3([C:13]([OH:15])=[O:14])[CH2:12][CH2:11]3)=[CH:9][C:4]=2[CH2:3][CH2:2]1. The yield is 0.470. (4) The reactants are O.[C:2]([O:8][CH2:9][C:10]([F:16])([F:15])[S:11]([O-:14])(=[O:13])=[O:12])(=[O:7])[C:3]([CH3:6])([CH3:5])[CH3:4].[Na+].[I-].[C:19]1([S+:25]([C:32]2[CH:37]=[CH:36][CH:35]=[CH:34][CH:33]=2)[C:26]2[CH:31]=[CH:30][CH:29]=[CH:28][CH:27]=2)[CH:24]=[CH:23][CH:22]=[CH:21][CH:20]=1. The catalyst is ClCCl. The product is [C:2]([O:8][CH2:9][C:10]([F:16])([F:15])[S:11]([O-:14])(=[O:12])=[O:13])(=[O:7])[C:3]([CH3:6])([CH3:5])[CH3:4].[C:32]1([S+:25]([C:19]2[CH:20]=[CH:21][CH:22]=[CH:23][CH:24]=2)[C:26]2[CH:31]=[CH:30][CH:29]=[CH:28][CH:27]=2)[CH:33]=[CH:34][CH:35]=[CH:36][CH:37]=1. The yield is 0.950. (5) The catalyst is C1COCC1. The yield is 0.870. The product is [CH2:4]([O:3][C:1]([N:8]1[CH2:9][CH2:10][S:11][CH2:12][CH2:13]1)=[O:2])[CH3:5]. The reactants are [C:1]([N:8]1[CH2:13][CH2:12][S:11][CH2:10][CH:9]1C(O)=O)([O:3][C:4](C)(C)[CH3:5])=[O:2].Cl.C(OC(=O)[C@H](CS)N)C.C(N(CC)CC)C.BrC(Br)C. (6) The reactants are [NH2:1][C:2]([NH2:4])=[O:3].N[C:6]1[C:10]([C:11](OCC)=[O:12])=[CH:9][S:8][CH:7]=1. No catalyst specified. The product is [NH:1]1[C:6]2=[CH:7][S:8][CH:9]=[C:10]2[C:11](=[O:12])[NH:4][C:2]1=[O:3]. The yield is 0.750.